This data is from Full USPTO retrosynthesis dataset with 1.9M reactions from patents (1976-2016). The task is: Predict the reactants needed to synthesize the given product. (1) The reactants are: C([O-])([O-])=O.[K+].[K+].[C:7]1([S:13]([CH2:16][CH2:17][SH:18])(=[O:15])=[O:14])[CH:12]=[CH:11][CH:10]=[CH:9][CH:8]=1.Cl[C:20]1[C:29]([C:30]([OH:32])=[O:31])=[CH:28][C:27]2[C:22](=[CH:23][CH:24]=[C:25]([C:33]([F:36])([F:35])[F:34])[CH:26]=2)[N:21]=1. Given the product [C:7]1([S:13]([CH2:16][CH2:17][S:18][C:20]2[C:29]([C:30]([OH:32])=[O:31])=[CH:28][C:27]3[C:22](=[CH:23][CH:24]=[C:25]([C:33]([F:34])([F:36])[F:35])[CH:26]=3)[N:21]=2)(=[O:15])=[O:14])[CH:8]=[CH:9][CH:10]=[CH:11][CH:12]=1, predict the reactants needed to synthesize it. (2) Given the product [CH3:43][O:42][C:40]1[CH:41]=[C:14]([N:11]2[CH2:10][CH2:9][CH:8]([N:5]3[CH2:4][CH2:3][P:2](=[O:21])([CH3:1])[CH2:7][CH2:6]3)[CH2:13][CH2:12]2)[CH:37]=[CH:38][C:39]=1[N+:44]([O-:46])=[O:45], predict the reactants needed to synthesize it. The reactants are: [CH3:1][P:2]1(=[O:21])[CH2:7][CH2:6][N:5]([CH:8]2[CH2:13][CH2:12][N:11]([C:14](OC(C)(C)C)=O)[CH2:10][CH2:9]2)[CH2:4][CH2:3]1.FC(F)(F)C(O)=O.C(=O)([O-])[O-].[K+].[K+].FC1[CH:37]=[CH:38][C:39]([N+:44]([O-:46])=[O:45])=[C:40]([O:42][CH3:43])[CH:41]=1. (3) Given the product [C:21]([O:20][C:18]([N:11]([C:12]1[CH:13]=[N:14][CH:15]=[CH:16][CH:17]=1)[C:10]1[C:5]([C:3]([OH:4])=[O:2])=[N:6][CH:7]=[CH:8][N:9]=1)=[O:19])([CH3:24])([CH3:22])[CH3:23], predict the reactants needed to synthesize it. The reactants are: C[O:2][C:3]([C:5]1[C:10]([N:11]([C:18]([O:20][C:21]([CH3:24])([CH3:23])[CH3:22])=[O:19])[C:12]2[CH:13]=[N:14][CH:15]=[CH:16][CH:17]=2)=[N:9][CH:8]=[CH:7][N:6]=1)=[O:4].CO.O.O.[OH-].[Li+]. (4) Given the product [I:1][C:2]1[CH:3]=[C:4]2[C:8](=[CH:9][CH:10]=1)[NH:7][C:6](=[O:11])[C:5]2=[N:14][NH:13][C:15](=[O:31])[CH2:16][S:17][C:18]1[CH:23]=[CH:22][C:21]([S:24]([NH2:27])(=[O:25])=[O:26])=[CH:20][C:19]=1[N+:28]([O-:30])=[O:29], predict the reactants needed to synthesize it. The reactants are: [I:1][C:2]1[CH:3]=[C:4]2[C:8](=[CH:9][CH:10]=1)[NH:7][C:6](=[O:11])[C:5]2=O.[NH:13]([C:15](=[O:31])[CH2:16][S:17][C:18]1[CH:23]=[CH:22][C:21]([S:24]([NH2:27])(=[O:26])=[O:25])=[CH:20][C:19]=1[N+:28]([O-:30])=[O:29])[NH2:14]. (5) Given the product [CH3:1][CH:2]([NH:11][C:12]([C:14]1[C:22]2[C:17](=[N:18][CH:19]=[C:20]([C:23]3[C:31]4[C:26](=[CH:27][C:28]([F:32])=[CH:29][CH:30]=4)[N:25]([CH3:33])[N:24]=3)[N:21]=2)[NH:16][CH:15]=1)=[O:13])[CH2:3][O:4][C:5]1[CH:6]=[CH:7][CH:8]=[CH:9][CH:10]=1, predict the reactants needed to synthesize it. The reactants are: [CH3:1][CH:2]([NH:11][C:12]([C:14]1[C:22]2[C:17](=[N:18][CH:19]=[C:20]([C:23]3[C:31]4[C:26](=[CH:27][C:28]([F:32])=[CH:29][CH:30]=4)[N:25]([CH3:33])[N:24]=3)[N:21]=2)[N:16](COCC[Si](C)(C)C)[CH:15]=1)=[O:13])[CH2:3][O:4][C:5]1[CH:10]=[CH:9][CH:8]=[CH:7][CH:6]=1.C(Cl)Cl.C(N)CN.O. (6) The reactants are: [BH4-].[Li+].C[O:4][C:5]([C@H:7]1[CH2:11][C@@H:10]([N:12]=[N+:13]=[N-:14])[CH2:9][N:8]1[C:15]([O:17][C:18]([CH3:21])([CH3:20])[CH3:19])=[O:16])=O.C(=O)(O)[O-].[Na+]. Given the product [C:18]([O:17][C:15]([N:8]1[CH2:9][C@H:10]([N:12]=[N+:13]=[N-:14])[CH2:11][C@@H:7]1[CH2:5][OH:4])=[O:16])([CH3:21])([CH3:20])[CH3:19], predict the reactants needed to synthesize it. (7) Given the product [ClH:45].[Cl:45][C:36]1[C:37]([C:41]([F:42])([F:43])[F:44])=[CH:38][CH:39]=[CH:40][C:35]=1[CH2:34][N:19]([CH2:20][CH:21]([C:22]1[CH:27]=[CH:26][CH:25]=[CH:24][CH:23]=1)[C:28]1[CH:29]=[CH:30][CH:31]=[CH:32][CH:33]=1)[CH2:18][CH2:17][CH2:16][O:15][C:11]1[CH:10]=[C:9]([C:5]2([C:3]([OH:4])=[O:2])[CH2:6][CH2:7][CH2:8]2)[CH:14]=[CH:13][CH:12]=1, predict the reactants needed to synthesize it. The reactants are: C[O:2][C:3]([C:5]1([C:9]2[CH:14]=[CH:13][CH:12]=[C:11]([O:15][CH2:16][CH2:17][CH2:18][N:19]([CH2:34][C:35]3[CH:40]=[CH:39][CH:38]=[C:37]([C:41]([F:44])([F:43])[F:42])[C:36]=3[Cl:45])[CH2:20][CH:21]([C:28]3[CH:33]=[CH:32][CH:31]=[CH:30][CH:29]=3)[C:22]3[CH:27]=[CH:26][CH:25]=[CH:24][CH:23]=3)[CH:10]=2)[CH2:8][CH2:7][CH2:6]1)=[O:4].[Li+].[Cl-]. (8) Given the product [CH2:28]([N:9]1[C:10]2[C:15](=[CH:14][CH:13]=[C:12]([C:16]([OH:18])=[O:17])[CH:11]=2)[C:7]([CH:1]2[CH2:2][CH2:3][CH2:4][CH2:5][CH2:6]2)=[C:8]1[C:20]1[CH:21]=[CH:22][CH:23]=[CH:24][CH:25]=1)[C:29]1[CH:34]=[CH:33][CH:32]=[CH:31][CH:30]=1, predict the reactants needed to synthesize it. The reactants are: [CH:1]1([C:7]2[C:15]3[C:10](=[CH:11][C:12]([C:16]([O:18]C)=[O:17])=[CH:13][CH:14]=3)[NH:9][C:8]=2[C:20]2[CH:25]=[CH:24][CH:23]=[CH:22][CH:21]=2)[CH2:6][CH2:5][CH2:4][CH2:3][CH2:2]1.[H-].[Na+].[CH2:28](Br)[C:29]1[CH:34]=[CH:33][CH:32]=[CH:31][CH:30]=1.B(Br)(Br)Br.